This data is from Catalyst prediction with 721,799 reactions and 888 catalyst types from USPTO. The task is: Predict which catalyst facilitates the given reaction. (1) Reactant: [NH2:1][C:2]1[CH:6]=[C:5]([CH3:7])[O:4][N:3]=1.N1C=CC=CC=1.Cl[C:15](OC1C=CC=CC=1)=[O:16].[Cl:24][C:25]1[CH:31]=[C:30]([O:32][C:33]2[C:34]3[N:41]([CH2:42][CH3:43])[CH:40]=[CH:39][C:35]=3[N:36]=[CH:37][N:38]=2)[CH:29]=[CH:28][C:26]=1[NH2:27]. Product: [Cl:24][C:25]1[CH:31]=[C:30]([O:32][C:33]2[C:34]3[N:41]([CH2:42][CH3:43])[CH:40]=[CH:39][C:35]=3[N:36]=[CH:37][N:38]=2)[CH:29]=[CH:28][C:26]=1[NH:27][C:15]([NH:1][C:2]1[CH:6]=[C:5]([CH3:7])[O:4][N:3]=1)=[O:16]. The catalyst class is: 80. (2) Reactant: Br[C:2]1[CH:3]=[C:4]([C:14]([NH:16][CH2:17][C:18]2[C:19](=[O:26])[NH:20][C:21]([CH3:25])=[CH:22][C:23]=2[CH3:24])=[O:15])[C:5]2[CH:10]=[N:9][N:8]([CH:11]([CH3:13])[CH3:12])[C:6]=2[N:7]=1.CC1(C)C(C)(C)OB([C:35]2[CH2:40][CH2:39][N:38]([C:41]([O:43][C:44]([CH3:47])([CH3:46])[CH3:45])=[O:42])[CH2:37][CH:36]=2)O1.C([O-])([O-])=O.[Na+].[Na+].CCOC(C)=O. Product: [CH3:24][C:23]1[CH:22]=[C:21]([CH3:25])[NH:20][C:19](=[O:26])[C:18]=1[CH2:17][NH:16][C:14]([C:4]1[CH:3]=[C:2]([C:35]2[CH2:40][CH2:39][N:38]([C:41]([O:43][C:44]([CH3:47])([CH3:46])[CH3:45])=[O:42])[CH2:37][CH:36]=2)[N:7]=[C:6]2[N:8]([CH:11]([CH3:13])[CH3:12])[N:9]=[CH:10][C:5]=12)=[O:15]. The catalyst class is: 77. (3) Reactant: C([O-])([O-])=O.[K+].[K+].[Br:7][C:8]1[CH:14]=[CH:13][C:11]([OH:12])=[CH:10][C:9]=1[OH:15].[S:16](Cl)([C:19]1[CH:25]=[CH:24][C:22]([CH3:23])=[CH:21][CH:20]=1)(=[O:18])=[O:17]. Product: [CH3:23][C:22]1[CH:24]=[CH:25][C:19]([S:16]([O:12][C:11]2[CH:13]=[CH:14][C:8]([Br:7])=[C:9]([OH:15])[CH:10]=2)(=[O:18])=[O:17])=[CH:20][CH:21]=1. The catalyst class is: 21. (4) Product: [CH3:1][O:2][C:3]([C:5]1[C:10]([CH3:11])=[CH:9][C:8](=[O:12])[N:7]([NH:13][CH2:15][CH2:16][CH3:17])[C:6]=1[CH3:14])=[O:4]. Reactant: [CH3:1][O:2][C:3]([C:5]1[C:10]([CH3:11])=[CH:9][C:8](=[O:12])[N:7]([NH2:13])[C:6]=1[CH3:14])=[O:4].[CH:15](=O)[CH2:16][CH3:17].[BH4-].[Na+]. The catalyst class is: 5.